Dataset: Catalyst prediction with 721,799 reactions and 888 catalyst types from USPTO. Task: Predict which catalyst facilitates the given reaction. (1) Reactant: CO/[CH:3]=[CH:4]/[C:5](=[O:7])[CH3:6].[F:8][CH:9]([F:15])[C:10](OCC)=O.CC(C)([O-])C.[K+].C(O)(=O)C.[NH3:26]. Product: [F:8][CH:9]([F:15])[C:10]1[CH:6]=[C:5]([OH:7])[CH:4]=[CH:3][N:26]=1. The catalyst class is: 581. (2) Reactant: C(OC([N:8]1[CH2:12][C@H:11]([O:13][CH3:14])[C@@H:10]([CH2:15][O:16][C:17]2[C:18]3[C:32]([Cl:33])=[CH:31][NH:30][C:19]=3[N:20]=[C:21]([NH:23][C:24]3[CH:25]=[N:26][N:27]([CH3:29])[CH:28]=3)[N:22]=2)[CH2:9]1)=O)(C)(C)C.[C:34]([OH:40])([C:36]([F:39])([F:38])[F:37])=[O:35]. Product: [F:37][C:36]([F:39])([F:38])[C:34]([OH:40])=[O:35].[Cl:33][C:32]1[C:18]2[C:17]([O:16][CH2:15][C@@H:10]3[C@@H:11]([O:13][CH3:14])[CH2:12][NH:8][CH2:9]3)=[N:22][C:21]([NH:23][C:24]3[CH:25]=[N:26][N:27]([CH3:29])[CH:28]=3)=[N:20][C:19]=2[NH:30][CH:31]=1. The catalyst class is: 2. (3) Reactant: [CH:1]1([C:4]([C:11]2[CH:16]=[CH:15][N:14]=[C:13]([O:17][CH3:18])[CH:12]=2)=[CH:5][C:6]([O:8][CH2:9][CH3:10])=[O:7])[CH2:3][CH2:2]1. Product: [CH:1]1([CH:4]([C:11]2[CH:16]=[CH:15][N:14]=[C:13]([O:17][CH3:18])[CH:12]=2)[CH2:5][C:6]([O:8][CH2:9][CH3:10])=[O:7])[CH2:2][CH2:3]1. The catalyst class is: 183. (4) Reactant: [C:1]([C:4]1[CH:16]=[CH:15][C:7]([C:8]([O:10][C:11]([CH3:14])([CH3:13])[CH3:12])=[O:9])=[C:6]([Br:17])[CH:5]=1)(=[O:3])[CH3:2].[Cl:18][C:19]1[CH:20]=[C:21]([C:26](=O)[C:27]([F:30])([F:29])[F:28])[CH:22]=[C:23]([Cl:25])[CH:24]=1.C(=O)([O-])[O-].[K+].[K+]. Product: [Br:17][C:6]1[CH:5]=[C:4]([C:1](=[O:3])[CH:2]=[C:26]([C:21]2[CH:22]=[C:23]([Cl:25])[CH:24]=[C:19]([Cl:18])[CH:20]=2)[C:27]([F:30])([F:29])[F:28])[CH:16]=[CH:15][C:7]=1[C:8]([O:10][C:11]([CH3:12])([CH3:13])[CH3:14])=[O:9]. The catalyst class is: 10. (5) Reactant: C1C[C@H](C(O)=O)CC[C@H]1CN.[C:12]([O:20][CH:21]([O:23][C:24]([NH:26][CH2:27][C@H:28]1[CH2:33][CH2:32][C@H:31]([C:34]([OH:36])=[O:35])[CH2:30][CH2:29]1)=[O:25])[CH3:22])(=[O:19])[C:13]1[CH:18]=[CH:17][CH:16]=[CH:15][CH:14]=1.C(=O)(O)[O-].[Na+:41].C(#N)C. Product: [C:12]([O:20][CH:21]([O:23][C:24]([NH:26][CH2:27][C@H:28]1[CH2:29][CH2:30][C@H:31]([C:34]([O-:36])=[O:35])[CH2:32][CH2:33]1)=[O:25])[CH3:22])(=[O:19])[C:13]1[CH:14]=[CH:15][CH:16]=[CH:17][CH:18]=1.[Na+:41]. The catalyst class is: 6. (6) Reactant: [CH2:1]([O:8][C:9]1[C:34]([O:35][CH3:36])=[CH:33][C:12]2[C:13]3[N:18]([CH:19]([C:21]([CH3:26])([CH3:25])[CH2:22][O:23][CH3:24])[CH2:20][C:11]=2[CH:10]=1)[CH:17]=[C:16]([C:27]([O:29]CC)=[O:28])[C:15](=[O:32])[CH:14]=3)[C:2]1[CH:7]=[CH:6][CH:5]=[CH:4][CH:3]=1.[Li+].[OH-].Cl. Product: [CH2:1]([O:8][C:9]1[C:34]([O:35][CH3:36])=[CH:33][C:12]2[C:13]3[N:18]([CH:19]([C:21]([CH3:26])([CH3:25])[CH2:22][O:23][CH3:24])[CH2:20][C:11]=2[CH:10]=1)[CH:17]=[C:16]([C:27]([OH:29])=[O:28])[C:15](=[O:32])[CH:14]=3)[C:2]1[CH:7]=[CH:6][CH:5]=[CH:4][CH:3]=1. The catalyst class is: 219. (7) Reactant: [CH3:1][C:2]1([CH3:37])[O:7][C:6]2[CH:8]=[CH:9][C:10]([C:12]3[CH2:16][CH2:15][C@:14]([C:29]4[CH:34]=[CH:33][CH:32]=[C:31]([F:35])[C:30]=4[CH3:36])([C:17]([O:19]CC4C=CC(OC)=CC=4)=[O:18])[CH:13]=3)=[CH:11][C:5]=2[NH:4][CH2:3]1. Product: [CH3:1][C:2]1([CH3:37])[O:7][C:6]2[CH:8]=[CH:9][C:10]([CH:12]3[CH2:16][CH2:15][C@:14]([C:29]4[CH:34]=[CH:33][CH:32]=[C:31]([F:35])[C:30]=4[CH3:36])([C:17]([OH:19])=[O:18])[CH2:13]3)=[CH:11][C:5]=2[NH:4][CH2:3]1. The catalyst class is: 105. (8) Reactant: CN(C(ON1N=N[C:11]2[CH:12]=[CH:13][CH:14]=[N:15][C:10]1=2)=[N+](C)C)C.F[P-](F)(F)(F)(F)F.[NH2:25][C:26]1[C:30]([NH:31][C:32]([O:34][C:35]([CH3:38])([CH3:37])[CH3:36])=[O:33])=[CH:29][S:28][CH:27]=1.CN1C[CH2:44][O:43][CH2:42]C1.[OH2:46].CN([CH:50]=[O:51])C. Product: [C:35]([O:34][C:32]([NH:31][C:30]1[C:26]([NH:25][C:50]([C:10]2[CH:11]=[CH:12][C:13]([C:42]([O:43][CH3:44])=[O:46])=[CH:14][N:15]=2)=[O:51])=[CH:27][S:28][CH:29]=1)=[O:33])([CH3:38])([CH3:37])[CH3:36]. The catalyst class is: 13.